Predict the product of the given reaction. From a dataset of Forward reaction prediction with 1.9M reactions from USPTO patents (1976-2016). (1) The product is: [Br:26][C:27]1[CH:28]=[C:29]([C:30]([NH:1][CH2:2][CH2:3][N:4]2[CH2:8][CH2:7][CH2:6][CH2:5]2)=[O:31])[CH:33]=[CH:34][CH:35]=1. Given the reactants [NH2:1][CH2:2][CH2:3][N:4]1[CH2:8][CH2:7][CH2:6][CH2:5]1.P(C#N)(OCC)(OCC)=O.C(N(CC)CC)C.[Br:26][C:27]1[CH:28]=[C:29]([CH:33]=[CH:34][CH:35]=1)[C:30](O)=[O:31], predict the reaction product. (2) The product is: [Br:1][C:2]1[N:3]=[C:4]([CH2:19][NH2:21])[CH:5]=[C:6]([C:9]2[CH:10]=[N:11][C:12]([C:15]([F:18])([F:17])[F:16])=[N:13][CH:14]=2)[C:7]=1[F:8]. Given the reactants [Br:1][C:2]1[C:7]([F:8])=[C:6]([C:9]2[CH:10]=[N:11][C:12]([C:15]([F:18])([F:17])[F:16])=[N:13][CH:14]=2)[CH:5]=[C:4]([CH2:19]Br)[N:3]=1.[NH3:21], predict the reaction product. (3) Given the reactants CO.[C:3]([C:11]1[CH:19]=[CH:18][C:14]([C:15]([OH:17])=[O:16])=[C:13]([NH:20][C:21]2[CH:26]=[CH:25][C:24]([F:27])=[CH:23][CH:22]=2)[CH:12]=1)(=O)[C:4]1[CH:9]=[CH:8][CH:7]=[CH:6][CH:5]=1, predict the reaction product. The product is: [CH2:3]([C:11]1[CH:19]=[CH:18][C:14]([C:15]([OH:17])=[O:16])=[C:13]([NH:20][C:21]2[CH:22]=[CH:23][C:24]([F:27])=[CH:25][CH:26]=2)[CH:12]=1)[C:4]1[CH:5]=[CH:6][CH:7]=[CH:8][CH:9]=1.